This data is from Catalyst prediction with 721,799 reactions and 888 catalyst types from USPTO. The task is: Predict which catalyst facilitates the given reaction. (1) Reactant: F[C:2]1[CH:11]=[CH:10][CH:9]=[C:8]2[C:3]=1[C:4]([NH:12][C:13]1[CH:18]=[CH:17][C:16]([O:19][C:20]3[CH:21]=[N:22][C:23]([CH3:26])=[CH:24][CH:25]=3)=[C:15]([CH3:27])[CH:14]=1)=[N:5][CH:6]=[N:7]2.[CH3:28][O-:29].[Na+]. Product: [CH3:28][O:29][C:2]1[CH:11]=[CH:10][CH:9]=[C:8]2[C:3]=1[C:4]([NH:12][C:13]1[CH:18]=[CH:17][C:16]([O:19][C:20]3[CH:21]=[N:22][C:23]([CH3:26])=[CH:24][CH:25]=3)=[C:15]([CH3:27])[CH:14]=1)=[N:5][CH:6]=[N:7]2. The catalyst class is: 5. (2) Reactant: [F:1][C:2]1[CH:3]=[C:4]2[C:9](=[CH:10][CH:11]=1)[NH:8][C:7](=O)[CH:6]=[CH:5]2.P(Cl)(Cl)([Cl:15])=O.[OH-].[Na+]. Product: [Cl:15][C:7]1[CH:6]=[CH:5][C:4]2[C:9](=[CH:10][CH:11]=[C:2]([F:1])[CH:3]=2)[N:8]=1. The catalyst class is: 11. (3) Reactant: C1C2C(COC(=O)[NH:17][C@H:18]3[CH2:22][C@@H:21]([C:23](=[O:35])[NH:24][C@H:25]4[C:34]5[C:29](=[CH:30][CH:31]=[CH:32][CH:33]=5)[CH2:28][CH2:27][CH2:26]4)[N:20]([C:36](=[O:58])[C@@H:37]([NH:44][C:45](=[O:57])[C@@H:46]([N:48]([C:50]([O:52][C:53]([CH3:56])([CH3:55])[CH3:54])=[O:51])[CH3:49])[CH3:47])[CH:38]4[CH2:43][CH2:42][CH2:41][CH2:40][CH2:39]4)[CH2:19]3)C3C(=CC=CC=3)C=2C=CC=1.N1CCCCC1. Product: [C:53]([O:52][C:50](=[O:51])[N:48]([C@H:46]([C:45](=[O:57])[NH:44][C@@H:37]([CH:38]1[CH2:39][CH2:40][CH2:41][CH2:42][CH2:43]1)[C:36]([N:20]1[CH2:19][C@@H:18]([NH2:17])[CH2:22][C@H:21]1[C:23](=[O:35])[NH:24][C@H:25]1[C:34]2[C:29](=[CH:30][CH:31]=[CH:32][CH:33]=2)[CH2:28][CH2:27][CH2:26]1)=[O:58])[CH3:47])[CH3:49])([CH3:54])([CH3:55])[CH3:56]. The catalyst class is: 3. (4) Reactant: [CH:1]1[C:13]2[CH2:12][C:11]3[C:6](=[CH:7][CH:8]=[CH:9][CH:10]=3)[C:5]=2[CH:4]=[CH:3][C:2]=1[NH:14][C:15](=S)[CH:16]([CH3:18])[CH3:17].[C:20]([NH:28][NH2:29])(=O)[C:21]1[CH:26]=[CH:25][CH:24]=[CH:23][CH:22]=1. Product: [CH:1]1[C:13]2[CH2:12][C:11]3[C:6](=[CH:7][CH:8]=[CH:9][CH:10]=3)[C:5]=2[CH:4]=[CH:3][C:2]=1[N:14]1[C:15]([CH:16]([CH3:18])[CH3:17])=[N:29][N:28]=[C:20]1[C:21]1[CH:26]=[CH:25][CH:24]=[CH:23][CH:22]=1. The catalyst class is: 51. (5) Product: [C:28]([NH:27][C:18]1[S:19][C:20]([CH:21]=[O:22])=[C:16]([CH2:15][CH2:14][C:11]2[CH:12]=[CH:13][C:8]([NH:7][C:6](=[O:31])[O:5][C:1]([CH3:2])([CH3:3])[CH3:4])=[CH:9][CH:10]=2)[N:17]=1)(=[O:30])[CH3:29]. The catalyst class is: 1. Reactant: [C:1]([O:5][C:6](=[O:31])[NH:7][C:8]1[CH:13]=[CH:12][C:11]([CH2:14][CH2:15][C:16]2[N:17]=[C:18]([NH:27][C:28](=[O:30])[CH3:29])[S:19][C:20]=2[C:21](N(OC)C)=[O:22])=[CH:10][CH:9]=1)([CH3:4])([CH3:3])[CH3:2].[H-].[Al+3].[Li+].[H-].[H-].[H-].C(C(C(C([O-])=O)O)O)([O-])=O.[K+].[Na+].